From a dataset of Reaction yield outcomes from USPTO patents with 853,638 reactions. Predict the reaction yield, written as a fraction of the theoretical maximum amount of product (1.0 means a 100% yield; for example, 0.34 means a 34% yield). (1) The reactants are [CH3:1][C:2]1[CH:7]=[C:6]([CH3:8])[CH:5]=[C:4]([CH3:9])[C:3]=1[N:10]=[C:11]=[O:12].[NH2:13][C:14]1[CH:15]=[C:16]([C:35]2[CH:40]=[CH:39][C:38]([O:41][CH3:42])=[C:37]([F:43])[CH:36]=2)[CH:17]=[CH:18][C:19]=1[C:20]([NH:22][C:23]1([C:31]([O:33][CH3:34])=[O:32])[CH2:30][CH2:29][CH2:28][CH2:27][CH2:26][CH2:25][CH2:24]1)=[O:21].CCCCCC.C(OCC)(=O)C. The product is [F:43][C:37]1[CH:36]=[C:35]([C:16]2[CH:17]=[CH:18][C:19]([C:20]([NH:22][C:23]3([C:31]([O:33][CH3:34])=[O:32])[CH2:30][CH2:29][CH2:28][CH2:27][CH2:26][CH2:25][CH2:24]3)=[O:21])=[C:14]([NH:13][C:11]([NH:10][C:3]3[C:2]([CH3:1])=[CH:7][C:6]([CH3:8])=[CH:5][C:4]=3[CH3:9])=[O:12])[CH:15]=2)[CH:40]=[CH:39][C:38]=1[O:41][CH3:42]. The yield is 0.760. The catalyst is N1C=CC=CC=1. (2) The reactants are [C:1]([NH:4][C:5]1[CH:6]=[C:7]2[C:11](=[CH:12][CH:13]=1)[C:10](=[O:14])[CH2:9][CH2:8]2)(=[O:3])[CH3:2].[OH-].[K+].[CH:17](=O)[CH2:18][CH2:19][CH3:20]. The catalyst is CCO.[Pd]. The product is [C:1]([NH:4][C:5]1[CH:6]=[C:7]2[C:11](=[CH:12][CH:13]=1)[C:10](=[O:14])[CH:9]([CH2:17][CH2:18][CH2:19][CH3:20])[CH2:8]2)(=[O:3])[CH3:2]. The yield is 0.690.